Dataset: Full USPTO retrosynthesis dataset with 1.9M reactions from patents (1976-2016). Task: Predict the reactants needed to synthesize the given product. (1) Given the product [O:18]=[C:7]([CH3:1])[C@@H:8]([NH:10][C:11](=[O:17])[O:12][C:13]([CH3:14])([CH3:15])[CH3:16])[CH3:9], predict the reactants needed to synthesize it. The reactants are: [CH3:1][Mg]Br.CON(C)[C:7](=[O:18])[C@@H:8]([NH:10][C:11](=[O:17])[O:12][C:13]([CH3:16])([CH3:15])[CH3:14])[CH3:9]. (2) Given the product [CH3:18][C:8]1[CH:13]=[CH:12][C:11]([S:14]([O:5][CH2:4][CH2:3][C:2]([OH:7])([CH3:6])[CH3:1])(=[O:16])=[O:15])=[CH:10][CH:9]=1, predict the reactants needed to synthesize it. The reactants are: [CH3:1][C:2]([OH:7])([CH3:6])[CH2:3][CH2:4][OH:5].[C:8]1([CH3:18])[CH:13]=[CH:12][C:11]([S:14](Cl)(=[O:16])=[O:15])=[CH:10][CH:9]=1.C(OCC)(=O)C. (3) Given the product [C:1]([O:5][C:6]([NH:8][C:9]1[CH:10]=[C:11]([N:29]([CH2:28][C:18]2[C:27]3[C:22](=[CH:23][CH:24]=[CH:25][CH:26]=3)[CH:21]=[CH:20][CH:19]=2)[CH:34]=[O:33])[CH:15]=[CH:16][CH:17]=1)=[O:7])([CH3:2])([CH3:3])[CH3:4], predict the reactants needed to synthesize it. The reactants are: [C:1]([O:5][C:6]([NH:8][C:9]1[CH:10]=[C:11]([CH:15]=[CH:16][CH:17]=1)C(O)=O)=[O:7])([CH3:4])([CH3:3])[CH3:2].[C:18]1([CH2:28][NH2:29])[C:27]2[C:22](=[CH:23][CH:24]=[CH:25][CH:26]=2)[CH:21]=[CH:20][CH:19]=1.C(P(=O)(OCC)[O:33][CH2:34]C)#N.C(N(CC)CC)C. (4) Given the product [O:19]=[C:18]1[N:3]2[N:4]=[CH:5][C:6]([C:7]#[N:8])=[C:2]2[NH:1][C:9]([C:10]2[CH:15]=[CH:14][CH:13]=[CH:12][CH:11]=2)=[C:17]1[CH2:23][C:24]#[CH:25], predict the reactants needed to synthesize it. The reactants are: [NH2:1][C:2]1[C:6]([C:7]#[N:8])=[CH:5][NH:4][N:3]=1.[C:9]([CH:17]([CH2:23][C:24]#[CH:25])[C:18](OCC)=[O:19])(=O)[C:10]1[CH:15]=[CH:14][CH:13]=[CH:12][CH:11]=1.